Dataset: Full USPTO retrosynthesis dataset with 1.9M reactions from patents (1976-2016). Task: Predict the reactants needed to synthesize the given product. (1) Given the product [Si:25]([O:14][CH2:13][C:9]1[CH:8]=[C:7]([O:6][C:5]2[CH:15]=[CH:16][C:2]([NH2:1])=[C:3]([F:17])[CH:4]=2)[CH:12]=[CH:11][N:10]=1)([C:28]([CH3:31])([CH3:30])[CH3:29])([CH3:27])[CH3:26], predict the reactants needed to synthesize it. The reactants are: [NH2:1][C:2]1[CH:16]=[CH:15][C:5]([O:6][C:7]2[CH:12]=[CH:11][N:10]=[C:9]([CH2:13][OH:14])[CH:8]=2)=[CH:4][C:3]=1[F:17].CCN(CC)CC.[Si:25](Cl)([C:28]([CH3:31])([CH3:30])[CH3:29])([CH3:27])[CH3:26]. (2) Given the product [Cl:1][C:2]1[CH:11]=[CH:10][C:5]([C:6]([NH:8][NH:9][C:16]([NH:15][CH:12]2[CH2:14][CH2:13]2)=[O:17])=[O:7])=[CH:4][CH:3]=1, predict the reactants needed to synthesize it. The reactants are: [Cl:1][C:2]1[CH:11]=[CH:10][C:5]([C:6]([NH:8][NH2:9])=[O:7])=[CH:4][CH:3]=1.[CH:12]1([N:15]=[C:16]=[O:17])[CH2:14][CH2:13]1.